Dataset: Forward reaction prediction with 1.9M reactions from USPTO patents (1976-2016). Task: Predict the product of the given reaction. Given the reactants [N+:1]([C:4]1[CH:13]=[CH:12][CH:11]=[C:10]2[C:5]=1[CH:6]=[CH:7][N:8]([C@H:15]([CH3:20])[C:16]([O:18]C)=[O:17])[C:9]2=[O:14])([O-:3])=[O:2].[I-].[Li+].C(OCC)(=O)C, predict the reaction product. The product is: [N+:1]([C:4]1[CH:13]=[CH:12][CH:11]=[C:10]2[C:5]=1[CH:6]=[CH:7][N:8]([C@H:15]([CH3:20])[C:16]([OH:18])=[O:17])[C:9]2=[O:14])([O-:3])=[O:2].